This data is from Full USPTO retrosynthesis dataset with 1.9M reactions from patents (1976-2016). The task is: Predict the reactants needed to synthesize the given product. (1) Given the product [O:22]1[C:19]2([CH2:20][CH2:21][N:16]([C:9]([O:11][C:12]([CH3:15])([CH3:14])[CH3:13])=[O:10])[CH2:17][CH2:18]2)[CH2:2]1, predict the reactants needed to synthesize it. The reactants are: [I-].[CH3:2][S+](C)(C)=O.[H-].[Na+].[C:9]([N:16]1[CH2:21][CH2:20][C:19](=[O:22])[CH2:18][CH2:17]1)([O:11][C:12]([CH3:15])([CH3:14])[CH3:13])=[O:10]. (2) Given the product [CH3:25][C:26]1[C:31]([O:32][C:33]2[CH:38]=[CH:37][N:36]=[C:35]([NH:39][C:40]3[CH:48]=[CH:47][C:43]([C:44]([NH:51][CH2:52][CH2:53][N:54]4[CH2:58][CH2:57][CH2:56][C:55]4=[O:59])=[O:46])=[CH:42][CH:41]=3)[CH:34]=2)=[CH:30][CH:29]=[C:28]([CH3:49])[N:27]=1, predict the reactants needed to synthesize it. The reactants are: CN(C(ON1N=NC2C=CC=CC1=2)=[N+](C)C)C.F[P-](F)(F)(F)(F)F.[CH3:25][C:26]1[C:31]([O:32][C:33]2[CH:38]=[CH:37][N:36]=[C:35]([NH:39][C:40]3[CH:48]=[CH:47][C:43]([C:44]([O-:46])=O)=[CH:42][CH:41]=3)[CH:34]=2)=[CH:30][CH:29]=[C:28]([CH3:49])[N:27]=1.[Li+].[NH2:51][CH2:52][CH2:53][N:54]1[CH2:58][CH2:57][CH2:56][C:55]1=[O:59].CCN(CC)CC. (3) Given the product [CH3:39][C:8]1[CH:7]=[C:6]([N:9]2[CH2:15][CH2:14][CH2:13][CH:12]([N:16]3[CH2:20][CH2:19][C@@H:18]([NH:21][C:22](=[O:37])[CH2:23][NH:24][C:25](=[O:36])[C:26]4[CH:31]=[CH:30][CH:29]=[C:28]([C:32]([F:35])([F:34])[F:33])[CH:27]=4)[CH2:17]3)[CH2:11][CH2:10]2)[CH:5]=[CH:4][CH:3]=1, predict the reactants needed to synthesize it. The reactants are: CO[C:3]1[CH:8]=[CH:7][C:6]([N:9]2[CH2:15][CH2:14][CH2:13][CH:12]([N:16]3[CH2:20][CH2:19][C@@H:18]([NH:21][C:22](=[O:37])[CH2:23][NH:24][C:25](=[O:36])[C:26]4[CH:31]=[CH:30][CH:29]=[C:28]([C:32]([F:35])([F:34])[F:33])[CH:27]=4)[CH2:17]3)[CH2:11][CH2:10]2)=[CH:5][CH:4]=1.Br[C:39]1C=CC(OC)=CC=1. (4) Given the product [Cl:10][C:6]1[C:5]2[C:1]([Br:11])=[CH:2][NH:3][C:4]=2[N:9]=[CH:8][N:7]=1, predict the reactants needed to synthesize it. The reactants are: [CH:1]1[C:5]2[C:6]([Cl:10])=[N:7][CH:8]=[N:9][C:4]=2[NH:3][CH:2]=1.[Br:11]N1C(=O)CCC1=O.